Dataset: Catalyst prediction with 721,799 reactions and 888 catalyst types from USPTO. Task: Predict which catalyst facilitates the given reaction. Reactant: C(O[C:4]([C:6]1[NH:7][C:8]([CH3:17])=[C:9]([C:12]([O:14][CH2:15][CH3:16])=[O:13])[C:10]=1[NH2:11])=[O:5])C.C(O)(=O)C.[CH:22](N)=[NH:23]. Product: [CH2:15]([O:14][C:12]([C:9]1[C:10]2[N:11]=[CH:22][N:23]=[C:4]([OH:5])[C:6]=2[NH:7][C:8]=1[CH3:17])=[O:13])[CH3:16]. The catalyst class is: 14.